This data is from Full USPTO retrosynthesis dataset with 1.9M reactions from patents (1976-2016). The task is: Predict the reactants needed to synthesize the given product. (1) The reactants are: [F:1][CH:2]([F:25])[N:3]1[CH:7]=[C:6]([C:8]2[CH2:12][CH2:11][C@:10]([C:17]3[CH:22]=[CH:21][CH:20]=[C:19]([F:23])[C:18]=3[CH3:24])([C:13]([O:15][CH3:16])=[O:14])[CH:9]=2)[CH:5]=[N:4]1.C([O-])=O.[NH4+]. Given the product [F:25][CH:2]([F:1])[N:3]1[CH:7]=[C:6]([CH:8]2[CH2:12][CH2:11][C@:10]([C:17]3[CH:22]=[CH:21][CH:20]=[C:19]([F:23])[C:18]=3[CH3:24])([C:13]([O:15][CH3:16])=[O:14])[CH2:9]2)[CH:5]=[N:4]1, predict the reactants needed to synthesize it. (2) Given the product [NH2:1][C:4]1[CH:9]=[CH:8][C:7]([N:10]2[CH2:15][CH2:14][CH2:13][CH2:12][CH2:11]2)=[CH:6][C:5]=1[C:16]1[CH:17]=[C:18]([CH:23]=[CH:24][N:25]=1)[C:19]([O:21][CH3:22])=[O:20], predict the reactants needed to synthesize it. The reactants are: [N+:1]([C:4]1[CH:9]=[CH:8][C:7]([N:10]2[CH2:15][CH2:14][CH2:13][CH2:12][CH2:11]2)=[CH:6][C:5]=1[C:16]1[CH:17]=[C:18]([CH:23]=[CH:24][N:25]=1)[C:19]([O:21][CH3:22])=[O:20])([O-])=O.[NH4+].[Cl-].